This data is from Full USPTO retrosynthesis dataset with 1.9M reactions from patents (1976-2016). The task is: Predict the reactants needed to synthesize the given product. (1) Given the product [N:23]1[N:24]=[C:25]([C:28]2[CH:36]=[CH:35][CH:34]=[CH:33][C:29]=2[C:30]([N:7]2[CH2:6][CH:5]3[CH2:1][N:2]([C:9]4[C:18]([C:19]([F:22])([F:20])[F:21])=[N:17][C:16]5[C:11](=[CH:12][CH:13]=[CH:14][CH:15]=5)[N:10]=4)[CH2:3][CH:4]3[CH2:8]2)=[O:31])[NH:26][CH:27]=1, predict the reactants needed to synthesize it. The reactants are: [CH2:1]1[CH:5]2[CH2:6][NH:7][CH2:8][CH:4]2[CH2:3][N:2]1[C:9]1[C:18]([C:19]([F:22])([F:21])[F:20])=[N:17][C:16]2[C:11](=[CH:12][CH:13]=[CH:14][CH:15]=2)[N:10]=1.[N:23]1[N:24]=[C:25]([C:28]2[CH:36]=[CH:35][CH:34]=[CH:33][C:29]=2[C:30](O)=[O:31])[NH:26][CH:27]=1. (2) Given the product [C:10]([O:9][C:8]([NH:7][C:2]1[C:3]([B:28]([OH:33])[OH:29])=[CH:4][CH:5]=[CH:6][N:1]=1)=[O:14])([CH3:11])([CH3:13])[CH3:12], predict the reactants needed to synthesize it. The reactants are: [N:1]1[CH:6]=[CH:5][CH:4]=[CH:3][C:2]=1[NH:7][C:8](=[O:14])[O:9][C:10]([CH3:13])([CH3:12])[CH3:11].CN(C)CCN(C)C.C([Li])CCC.[B:28](OC(C)C)([O:33]C(C)C)[O:29]C(C)C.[Cl-].[NH4+]. (3) Given the product [CH:19]([C:22]1[C:30]2[C:29]3[CH:31]=[CH:32][CH:33]=[CH:34][C:28]=3[O:27][C:26]=2[C:25]([N:35]2[CH2:2][CH2:3][N:4]=[C:5]2[C:6]2[CH:11]=[CH:10][CH:9]=[CH:8][CH:7]=2)=[C:24]([CH:36]([CH3:38])[CH3:37])[CH:23]=1)([CH3:21])[CH3:20], predict the reactants needed to synthesize it. The reactants are: Cl[CH2:2][CH2:3][NH:4][C:5](=O)[C:6]1[CH:11]=[CH:10][CH:9]=[CH:8][CH:7]=1.P(Cl)(Cl)(Cl)(Cl)Cl.[CH:19]([C:22]1[C:30]2[C:29]3[CH:31]=[CH:32][CH:33]=[CH:34][C:28]=3[O:27][C:26]=2[C:25]([NH2:35])=[C:24]([CH:36]([CH3:38])[CH3:37])[CH:23]=1)([CH3:21])[CH3:20].